Dataset: Forward reaction prediction with 1.9M reactions from USPTO patents (1976-2016). Task: Predict the product of the given reaction. (1) Given the reactants [N:1]1([C:6]2[CH:7]=[C:8]([CH:12]=[CH:13][CH:14]=2)[C:9](O)=[O:10])[CH:5]=[CH:4][CH:3]=[N:2]1.S(Cl)(Cl)=O.C[N:20](C=O)C.C([O-])(=O)C.[NH4+], predict the reaction product. The product is: [N:1]1([C:6]2[CH:7]=[C:8]([CH:12]=[CH:13][CH:14]=2)[C:9]([NH2:20])=[O:10])[CH:5]=[CH:4][CH:3]=[N:2]1. (2) Given the reactants [SH:1][CH2:2][CH2:3][OH:4].[N+:5]([C:8]1[CH:13]=[C:12]([N+:14]([O-:16])=[O:15])[CH:11]=[CH:10][C:9]=1F)([O-:7])=[O:6].C(N(CC)CC)C, predict the reaction product. The product is: [N+:5]([C:8]1[CH:13]=[C:12]([N+:14]([O-:16])=[O:15])[CH:11]=[CH:10][C:9]=1[S:1][CH2:2][CH2:3][OH:4])([O-:7])=[O:6].